From a dataset of Catalyst prediction with 721,799 reactions and 888 catalyst types from USPTO. Predict which catalyst facilitates the given reaction. (1) Reactant: [CH3:1][O:2][C:3]1[CH2:9][C@H:8](/[CH:10]=[CH:11]/[C:12]2[CH:13]=[CH:14][C:15]3[O:20][CH2:19][O:18][C:16]=3[CH:17]=2)[O:7][C:5](=[O:6])[CH:4]=1. Product: [CH3:1][O:2][C:3]1[CH2:9][C@H:8]([CH2:10][CH2:11][C:12]2[CH:13]=[CH:14][C:15]3[O:20][CH2:19][O:18][C:16]=3[CH:17]=2)[O:7][C:5](=[O:6])[CH:4]=1. The catalyst class is: 304. (2) Reactant: Br[C:2]1[S:3][CH:4]=[C:5]([CH2:7][O:8][Si:9]([C:12]([CH3:15])([CH3:14])[CH3:13])([CH3:11])[CH3:10])[N:6]=1.C([Li])CCC.[O:21]1[CH2:25][CH2:24][C:23](=[O:26])[CH2:22]1. Product: [Si:9]([O:8][CH2:7][C:5]1[N:6]=[C:2]([C:23]2([OH:26])[CH2:24][CH2:25][O:21][CH2:22]2)[S:3][CH:4]=1)([C:12]([CH3:15])([CH3:14])[CH3:13])([CH3:11])[CH3:10]. The catalyst class is: 1. (3) Reactant: [CH3:1][N:2]1[C:6]([C:7](=[N:14][O:15][CH2:16][C:17]2[N:22]=[C:21]([N:23]3C(=O)C4C(=CC=CC=4)C3=O)[CH:20]=[CH:19][CH:18]=2)[C:8]2[CH:13]=[CH:12][CH:11]=[CH:10][CH:9]=2)=[N:5][CH:4]=[N:3]1.O.NN. Product: [CH3:1][N:2]1[C:6]([C:7](=[N:14][O:15][CH2:16][C:17]2[N:22]=[C:21]([NH2:23])[CH:20]=[CH:19][CH:18]=2)[C:8]2[CH:9]=[CH:10][CH:11]=[CH:12][CH:13]=2)=[N:5][CH:4]=[N:3]1. The catalyst class is: 1. (4) Reactant: [NH2:1][CH2:2][CH:3]([CH3:17])[CH2:4][C:5]([NH:7][C:8]1[CH:13]=[CH:12][C:11]([C:14]#[N:15])=[C:10]([Cl:16])[CH:9]=1)=[O:6].[CH2:18]([N:20]1[C:32]2[CH:31]=[CH:30][C:29]([C:33](O)=[O:34])=[CH:28][C:27]=2[C:26]2[C:21]1=[CH:22][CH:23]=[CH:24][CH:25]=2)[CH3:19].CN(C(ON1N=NC2C=CC=NC1=2)=[N+](C)C)C.F[P-](F)(F)(F)(F)F. Product: [Cl:16][C:10]1[CH:9]=[C:8]([NH:7][C:5](=[O:6])[CH2:4][CH:3]([CH3:17])[CH2:2][NH:1][C:33]([C:29]2[CH:30]=[CH:31][C:32]3[N:20]([CH2:18][CH3:19])[C:21]4[C:26]([C:27]=3[CH:28]=2)=[CH:25][CH:24]=[CH:23][CH:22]=4)=[O:34])[CH:13]=[CH:12][C:11]=1[C:14]#[N:15]. The catalyst class is: 163. (5) Reactant: [OH:1][C:2]1[CH:11]=[C:10]([C:12]([CH3:17])([CH3:16])[C:13]([OH:15])=[O:14])[CH:9]=[C:8]2[C:3]=1[C@@H:4]1[CH2:23][C:22](=[O:24])[CH2:21][CH2:20][C@H:5]1[C:6]([CH3:19])([CH3:18])[O:7]2.C(=O)(O)[O-].[Na+].Br[CH2:31][CH2:32][CH2:33][CH3:34]. Product: [CH2:31]([O:14][C:13](=[O:15])[C:12]([C:10]1[CH:9]=[C:8]2[C:3]([C@@H:4]3[CH2:23][C:22](=[O:24])[CH2:21][CH2:20][C@H:5]3[C:6]([CH3:19])([CH3:18])[O:7]2)=[C:2]([OH:1])[CH:11]=1)([CH3:16])[CH3:17])[CH2:32][CH2:33][CH3:34]. The catalyst class is: 9. (6) Reactant: [O:1]1[CH:5]=[CH:4][CH:3]=[C:2]1[C:6]1[N:11]=[C:10]([NH2:12])[N:9]=[C:8]([NH:13][CH2:14][C:15]2[CH:20]=[CH:19][CH:18]=[CH:17][N:16]=2)[C:7]=1[N+:21]([O-])=O.[N:24](OCCC(C)C)=O. The catalyst class is: 579. Product: [O:1]1[CH:5]=[CH:4][CH:3]=[C:2]1[C:6]1[C:7]2[N:21]=[N:24][N:13]([CH2:14][C:15]3[CH:20]=[CH:19][CH:18]=[CH:17][N:16]=3)[C:8]=2[N:9]=[C:10]([NH2:12])[N:11]=1. (7) Reactant: CS(Cl)(=O)=O.O[CH2:7][C@@H:8]1[O:12][C:11](=[O:13])[N:10]([C:14]2[CH:19]=[CH:18][C:17]([N:20]3[CH2:24][CH2:23][CH2:22][C:21]3=[O:25])=[CH:16][CH:15]=2)[CH2:9]1.C([N:28](CC)CC)C.[K].C1(=O)NC(=O)C2=CC=CC=C12.O.NN.C(=O)(O)[O-].[Na+]. Product: [NH2:28][CH2:7][C@@H:8]1[O:12][C:11](=[O:13])[N:10]([C:14]2[CH:19]=[CH:18][C:17]([N:20]3[CH2:24][CH2:23][CH2:22][C:21]3=[O:25])=[CH:16][CH:15]=2)[CH2:9]1. The catalyst class is: 4.